Predict the reaction yield, written as a fraction of the theoretical maximum amount of product (1.0 means a 100% yield; for example, 0.34 means a 34% yield). From a dataset of Reaction yield outcomes from USPTO patents with 853,638 reactions. (1) The reactants are N1CCCCC1.[ClH:7].[CH2:8]([C:11]1([N:21]2[CH2:26][CH2:25][CH2:24][CH2:23][CH2:22]2)[CH2:16][C:15]([CH3:18])([CH3:17])[CH2:14][C:13]([CH3:20])([CH3:19])[CH2:12]1)[CH:9]=[CH2:10].BrCC#C. No catalyst specified. The product is [ClH:7].[CH3:17][C:15]1([CH3:18])[CH2:14][C:13]([CH3:19])([CH3:20])[CH2:12][C:11]([N:21]2[CH2:26][CH2:25][CH2:24][CH2:23][CH2:22]2)([CH2:8][C:9]#[CH:10])[CH2:16]1. The yield is 0.0600. (2) The reactants are [H-].[Na+].[OH:3][CH:4]([CH3:20])[CH2:5][C:6]1[CH:11]=[CH:10][N:9]=[C:8]([NH:12][C:13](=[O:19])[O:14][C:15]([CH3:18])([CH3:17])[CH3:16])[CH:7]=1.F[C:22]1[C:31]2[C:26](=[CH:27][CH:28]=[CH:29][CH:30]=2)[C:25]([N+:32]([O-:34])=[O:33])=[CH:24][CH:23]=1.[NH4+].[Cl-]. The catalyst is CN(C=O)C. The product is [N+:32]([C:25]1[C:26]2[C:31](=[CH:30][CH:29]=[CH:28][CH:27]=2)[C:22]([O:3][CH:4]([CH3:20])[CH2:5][C:6]2[CH:11]=[CH:10][N:9]=[C:8]([NH:12][C:13](=[O:19])[O:14][C:15]([CH3:16])([CH3:18])[CH3:17])[CH:7]=2)=[CH:23][CH:24]=1)([O-:34])=[O:33]. The yield is 0.650. (3) The reactants are [CH:1]1[C:6]2=[C:7]3[C:16](=[CH:17][CH:18]=[C:5]2[CH:4]=[N:3][CH:2]=1)[N:15]=[C:14]1[C:9]([C:10]([C:19]([OH:21])=O)=[CH:11][CH:12]=[CH:13]1)=[N:8]3.[CH:22]1[N:26]=[CH:25][N:24]([C:27](N2C=NC=C2)=O)[CH:23]=1.CN(C)CCN. The yield is 0.840. The product is [CH3:25][N:24]([CH3:27])[CH2:23][CH2:22][NH:26][C:19]([C:10]1[C:9]2[C:14](=[N:15][C:16]3[C:7]([N:8]=2)=[C:6]2[CH:1]=[CH:2][N:3]=[CH:4][C:5]2=[CH:18][CH:17]=3)[CH:13]=[CH:12][CH:11]=1)=[O:21]. The catalyst is CN(C=O)C. (4) The reactants are [NH:1]([C:5]1[CH:10]=[CH:9][C:8]([OH:11])=[CH:7][CH:6]=1)[C:2]([CH3:4])=[O:3].[C:12](Cl)([Cl:14])=[O:13].C(N(CC)C1C=CC=CC=1)C. The catalyst is C(OCC)(=O)C. The product is [C:12]([Cl:14])(=[O:13])[O:11][C:8]1[CH:9]=[CH:10][C:5]([NH:1][C:2](=[O:3])[CH3:4])=[CH:6][CH:7]=1. The yield is 0.733. (5) The reactants are Br[CH2:2][C:3]1[CH:4]=[C:5]([C:9]2[CH:10]=[C:11]([C:21]([NH:23][CH2:24][C:25]3[C:26](=[O:33])[NH:27][C:28]([CH3:32])=[CH:29][C:30]=3[CH3:31])=[O:22])[C:12]3[CH:17]=[N:16][N:15]([CH:18]([CH3:20])[CH3:19])[C:13]=3[N:14]=2)[CH:6]=[CH:7][CH:8]=1.[CH3:34][N:35](C=O)[CH3:36].CNC.O. The catalyst is CCOC(C)=O. The product is [CH3:31][C:30]1[CH:29]=[C:28]([CH3:32])[NH:27][C:26](=[O:33])[C:25]=1[CH2:24][NH:23][C:21]([C:11]1[C:12]2[CH:17]=[N:16][N:15]([CH:18]([CH3:19])[CH3:20])[C:13]=2[N:14]=[C:9]([C:5]2[CH:6]=[CH:7][CH:8]=[C:3]([CH2:2][N:35]([CH3:36])[CH3:34])[CH:4]=2)[CH:10]=1)=[O:22]. The yield is 0.400. (6) The reactants are [Cl-].O[NH3+:3].[C:4](=[O:7])([O-])[OH:5].[Na+].CS(C)=O.[CH2:13]([C:17]1[N:18]=[C:19]([CH3:45])[N:20]([CH2:39][C:40]2[N:41]=[CH:42][S:43][CH:44]=2)[C:21](=[O:38])[C:22]=1[CH2:23][C:24]1[CH:29]=[CH:28][C:27]([C:30]2[C:31]([C:36]#[N:37])=[CH:32][CH:33]=[CH:34][CH:35]=2)=[CH:26][CH:25]=1)[CH2:14][CH2:15][CH3:16]. The catalyst is C(OCC)(=O)C. The product is [CH2:13]([C:17]1[N:18]=[C:19]([CH3:45])[N:20]([CH2:39][C:40]2[N:41]=[CH:42][S:43][CH:44]=2)[C:21](=[O:38])[C:22]=1[CH2:23][C:24]1[CH:25]=[CH:26][C:27]([C:30]2[CH:35]=[CH:34][CH:33]=[CH:32][C:31]=2[C:36]2[NH:3][C:4](=[O:7])[O:5][N:37]=2)=[CH:28][CH:29]=1)[CH2:14][CH2:15][CH3:16]. The yield is 0.300.